This data is from Peptide-MHC class II binding affinity with 134,281 pairs from IEDB. The task is: Regression. Given a peptide amino acid sequence and an MHC pseudo amino acid sequence, predict their binding affinity value. This is MHC class II binding data. (1) The peptide sequence is ILFSYFQDLVITLPF. The MHC is HLA-DPA10103-DPB10301 with pseudo-sequence HLA-DPA10103-DPB10301. The binding affinity (normalized) is 0.409. (2) The peptide sequence is DLVAYGGSWKLEGRW. The MHC is DRB1_0701 with pseudo-sequence DRB1_0701. The binding affinity (normalized) is 0.738.